Dataset: Catalyst prediction with 721,799 reactions and 888 catalyst types from USPTO. Task: Predict which catalyst facilitates the given reaction. (1) Reactant: C([N:8]1[C:16]2[C:15](=[O:17])[N:14]([CH2:18][CH2:19][CH2:20][OH:21])[C:13](=[O:22])[N:12]([CH2:23][CH3:24])[C:11]=2[N:10]=[C:9]1[O:25][CH2:26][CH3:27])C1C=CC=CC=1.C([O-])=O.[NH4+]. Product: [CH2:26]([O:25][C:9]1[NH:8][C:16]2[C:15](=[O:17])[N:14]([CH2:18][CH2:19][CH2:20][OH:21])[C:13](=[O:22])[N:12]([CH2:23][CH3:24])[C:11]=2[N:10]=1)[CH3:27]. The catalyst class is: 29. (2) Reactant: Cl[CH2:2][CH2:3][NH:4][C@:5]12[CH2:40][CH2:39][C@@H:38]([C:41]([CH3:43])=[CH2:42])[C@@H:6]1[C@@H:7]1[C@@:20]([CH3:23])([CH2:21][CH2:22]2)[C@@:19]2([CH3:24])[C@@H:10]([C@:11]3([CH3:37])[C@@H:16]([CH2:17][CH2:18]2)[C:15]([CH3:26])([CH3:25])[C:14]([C:27]2[CH:36]=[CH:35][C:30]([C:31]([O:33]C)=[O:32])=[CH:29][CH:28]=2)=[CH:13][CH2:12]3)[CH2:9][CH2:8]1.CCN(C(C)C)C(C)C.[N:53]1([C:59]([O:61][C:62]([CH3:65])([CH3:64])[CH3:63])=[O:60])[CH2:58][CH2:57][NH:56][CH2:55][CH2:54]1. Product: [C:62]([O:61][C:59]([N:53]1[CH2:58][CH2:57][N:56]([CH2:2][CH2:3][NH:4][C@:5]23[CH2:40][CH2:39][C@@H:38]([C:41]([CH3:43])=[CH2:42])[C@@H:6]2[C@@H:7]2[C@@:20]([CH3:23])([CH2:21][CH2:22]3)[C@@:19]3([CH3:24])[C@@H:10]([C@:11]4([CH3:37])[C@@H:16]([CH2:17][CH2:18]3)[C:15]([CH3:25])([CH3:26])[C:14]([C:27]3[CH:36]=[CH:35][C:30]([C:31]([OH:33])=[O:32])=[CH:29][CH:28]=3)=[CH:13][CH2:12]4)[CH2:9][CH2:8]2)[CH2:55][CH2:54]1)=[O:60])([CH3:65])([CH3:64])[CH3:63]. The catalyst class is: 16.